From a dataset of Forward reaction prediction with 1.9M reactions from USPTO patents (1976-2016). Predict the product of the given reaction. (1) Given the reactants [C:1]([C:3]1[C:8](=[O:9])[N:7]([CH2:10][C:11]2[CH:16]=[CH:15][C:14]([CH3:17])=[CH:13][C:12]=2[CH3:18])[C:6]([C:19]2[CH:24]=[CH:23][C:22]([O:25][C:26]3[CH:27]=[C:28]4[C:32](=[CH:33][CH:34]=3)[NH:31][C:30]([C:35]([NH:37][CH2:38][CH:39]([OH:42])[CH2:40][OH:41])=[O:36])=[CH:29]4)=[CH:21][CH:20]=2)=[CH:5][C:4]=1[C:43]([F:46])([F:45])[F:44])#[N:2].[C:47]([C:49]1C(=O)N(CC2C=CC(C)=CC=2C)C(C2C=CC(OC3C=C4C(=CC=3)NC(C(O)=O)=C4)=CC=2)=C[C:50]=1C(F)(F)F)#N.CCN=C=NCCCN(C)C.Cl.C1C=CC2N(O)N=NC=2C=1.CC1(C)OC(CN)CO1, predict the reaction product. The product is: [CH3:47][C:49]1([CH3:50])[O:42][CH:39]([CH2:38][NH:37][C:35]([C:30]2[NH:31][C:32]3[C:28]([CH:29]=2)=[CH:27][C:26]([O:25][C:22]2[CH:23]=[CH:24][C:19]([C:6]4[N:7]([CH2:10][C:11]5[CH:16]=[CH:15][C:14]([CH3:17])=[CH:13][C:12]=5[CH3:18])[C:8](=[O:9])[C:3]([C:1]#[N:2])=[C:4]([C:43]([F:44])([F:45])[F:46])[CH:5]=4)=[CH:20][CH:21]=2)=[CH:34][CH:33]=3)=[O:36])[CH2:40][O:41]1. (2) Given the reactants [F:1][C:2]1[CH:7]=[CH:6][CH:5]=[CH:4][C:3]=1[N:8]1[C:12]([C:13]2[S:14][C:15]([C:18]3[CH:23]=[CH:22][CH:21]=[C:20]([S:24]([CH3:27])(=[O:26])=[O:25])[CH:19]=3)=[CH:16][CH:17]=2)=[CH:11][C:10]([C:28]([OH:31])([CH3:30])[CH3:29])=[N:9]1.[Cl:32]N1C(=O)CCC1=O, predict the reaction product. The product is: [Cl:32][C:11]1[C:10]([C:28]([OH:31])([CH3:29])[CH3:30])=[N:9][N:8]([C:3]2[CH:4]=[CH:5][CH:6]=[CH:7][C:2]=2[F:1])[C:12]=1[C:13]1[S:14][C:15]([C:18]2[CH:23]=[CH:22][CH:21]=[C:20]([S:24]([CH3:27])(=[O:25])=[O:26])[CH:19]=2)=[CH:16][CH:17]=1.